From a dataset of Peptide-MHC class I binding affinity with 185,985 pairs from IEDB/IMGT. Regression. Given a peptide amino acid sequence and an MHC pseudo amino acid sequence, predict their binding affinity value. This is MHC class I binding data. (1) The peptide sequence is TFKNAHAKK. The MHC is HLA-A30:01 with pseudo-sequence HLA-A30:01. The binding affinity (normalized) is 0.564. (2) The peptide sequence is QFKQKALGLL. The MHC is Patr-A0701 with pseudo-sequence Patr-A0701. The binding affinity (normalized) is 0.112. (3) The peptide sequence is AMNLIANIF. The MHC is HLA-A23:01 with pseudo-sequence HLA-A23:01. The binding affinity (normalized) is 0.298. (4) The MHC is HLA-A01:01 with pseudo-sequence HLA-A01:01. The peptide sequence is EKPPVRPIF. The binding affinity (normalized) is 0.0847. (5) The peptide sequence is TIPEALAAV. The MHC is HLA-A02:01 with pseudo-sequence HLA-A02:01. The binding affinity (normalized) is 0.266. (6) The peptide sequence is GQPHSLASL. The MHC is BoLA-HD6 with pseudo-sequence BoLA-HD6. The binding affinity (normalized) is 0.502. (7) The peptide sequence is IYQYYYAL. The MHC is H-2-Db with pseudo-sequence H-2-Db. The binding affinity (normalized) is 0.0742. (8) The peptide sequence is TTDVKAAVI. The MHC is HLA-A01:01 with pseudo-sequence HLA-A01:01. The binding affinity (normalized) is 0.366. (9) The peptide sequence is FAFVTDNTY. The MHC is HLA-B58:01 with pseudo-sequence HLA-B58:01. The binding affinity (normalized) is 0.590.